From a dataset of Caco-2 cell permeability data measuring drug intestinal absorption for ~900 compounds. Regression/Classification. Given a drug SMILES string, predict its absorption, distribution, metabolism, or excretion properties. Task type varies by dataset: regression for continuous measurements (e.g., permeability, clearance, half-life) or binary classification for categorical outcomes (e.g., BBB penetration, CYP inhibition). For this dataset (caco2_wang), we predict Y. The compound is NC(N)=N/N=C/c1c(Cl)cccc1Cl. The Y is -4.68 log Papp (cm/s).